This data is from Catalyst prediction with 721,799 reactions and 888 catalyst types from USPTO. The task is: Predict which catalyst facilitates the given reaction. Reactant: [Br:1][C:2]1[CH:3]=[CH:4][C:5]2[N:6]([C:8]([N:21]([C:23]3[S:24][CH:25]=[C:26]([C:28]4[CH:33]=[CH:32][C:31]([F:34])=[CH:30][CH:29]=4)[N:27]=3)[CH3:22])=[C:9]([CH:11]([OH:20])C(C3C=CC=CC=3)O)[N:10]=2)[CH:7]=1.C([O-])(=O)C.C([O-])(=O)C.C([O-])(=O)C.C([O-])(=O)C.[Pb+4]. Product: [Br:1][C:2]1[CH:3]=[CH:4][C:5]2[N:6]([C:8]([N:21]([C:23]3[S:24][CH:25]=[C:26]([C:28]4[CH:33]=[CH:32][C:31]([F:34])=[CH:30][CH:29]=4)[N:27]=3)[CH3:22])=[C:9]([CH:11]=[O:20])[N:10]=2)[CH:7]=1. The catalyst class is: 2.